From a dataset of Full USPTO retrosynthesis dataset with 1.9M reactions from patents (1976-2016). Predict the reactants needed to synthesize the given product. (1) Given the product [CH:20]1[CH:21]=[CH:22][C:17]2[S:16][N:15]=[C:14]([N:8]3[CH2:13][CH2:12][N:11]([CH2:35][CH2:34][C:25]4[CH:26]=[C:27]5[CH2:28][C:29](=[O:33])[NH:30][C:31]5=[CH:32][C:24]=4[Cl:23])[CH2:10][CH2:9]3)[C:18]=2[CH:19]=1, predict the reactants needed to synthesize it. The reactants are: C(=O)([O-])[O-].[Na+].[Na+].Cl.[N:8]1([C:14]2[C:18]3[CH:19]=[CH:20][CH:21]=[CH:22][C:17]=3[S:16][N:15]=2)[CH2:13][CH2:12][NH:11][CH2:10][CH2:9]1.[Cl:23][C:24]1[CH:32]=[C:31]2[C:27]([CH2:28][C:29](=[O:33])[NH:30]2)=[CH:26][C:25]=1[CH2:34][CH2:35]Cl. (2) Given the product [Br:1][C:2]1[CH:7]=[CH:6][C:5]([C:15]2[N:16]=[CH:17][C:18]([NH2:21])=[N:19][CH:20]=2)=[C:4]([F:11])[C:3]=1[O:12][CH3:13], predict the reactants needed to synthesize it. The reactants are: [Br:1][C:2]1[CH:7]=[CH:6][C:5](B(O)O)=[C:4]([F:11])[C:3]=1[O:12][CH3:13].Br[C:15]1[N:16]=[CH:17][C:18]([NH2:21])=[N:19][CH:20]=1.CCO.C([O-])([O-])=O.[Na+].[Na+].